Dataset: Catalyst prediction with 721,799 reactions and 888 catalyst types from USPTO. Task: Predict which catalyst facilitates the given reaction. (1) Reactant: I[C:2]1[C:6]2=[N:7][C:8](/[N:11]=C/N(C)C)=[CH:9][CH:10]=[C:5]2[N:4]([CH3:16])[CH:3]=1.[CH:17]1([C:22]([N:24]2[CH2:29][CH2:28][C:27](B3OC(C)(C)C(C)(C)O3)=[CH:26][CH2:25]2)=[O:23])[CH2:21][CH2:20][CH2:19][CH2:18]1.C([O-])([O-])=O.[K+].[K+]. Product: [NH2:11][C:8]1[N:7]=[C:6]2[C:2]([C:27]3[CH2:28][CH2:29][N:24]([C:22]([CH:17]4[CH2:18][CH2:19][CH2:20][CH2:21]4)=[O:23])[CH2:25][CH:26]=3)=[CH:3][N:4]([CH3:16])[C:5]2=[CH:10][CH:9]=1. The catalyst class is: 18. (2) Reactant: C([Li])CCC.[C:6]([O:10][C:11](=[O:24])[NH:12][C:13]1[C:18]([O:19][CH3:20])=[CH:17][C:16]([Cl:21])=[C:15]([CH3:22])[C:14]=1Br)([CH3:9])(C)C.C(=O)C.[Cl-].[NH4+]. Product: [Cl:21][C:16]1[CH:17]=[C:18]([O:19][CH3:20])[C:13]2[NH:12][C:11](=[O:24])[O:10][CH:6]([CH3:9])[C:14]=2[C:15]=1[CH3:22]. The catalyst class is: 20. (3) Reactant: [NH2:1][C:2]1[C:3]2[C:8]([N:9]=[C:10]3[C:15]=1[CH2:14][CH2:13][CH2:12][CH2:11]3)=[CH:7][CH:6]=[CH:5][CH:4]=2.[OH-].[K+].Br[CH2:19][CH2:20][CH2:21][CH2:22][CH2:23][CH2:24][CH2:25][CH2:26][N:27]1[C:35](=[O:36])[C:34]2[C:29](=[CH:30][CH:31]=[CH:32][CH:33]=2)[C:28]1=[O:37]. Product: [CH2:4]1[C:3]2[C:8](=[N:9][C:10]3[C:15]([C:2]=2[NH:1][CH2:19][CH2:20][CH2:21][CH2:22][CH2:23][CH2:24][CH2:25][CH2:26][N:27]2[C:35](=[O:36])[C:34]4[C:29](=[CH:30][CH:31]=[CH:32][CH:33]=4)[C:28]2=[O:37])=[CH:14][CH:13]=[CH:12][CH:11]=3)[CH2:7][CH2:6][CH2:5]1. The catalyst class is: 16. (4) Reactant: [Cl:1][C:2]1[CH:3]=[C:4]([NH:9][C:10]2[C:19]3[C:14](=[CH:15][C:16]([O:23][C@@H:24]4[CH2:28][CH2:27][O:26][CH2:25]4)=[C:17]([N+:20]([O-])=O)[CH:18]=3)[N:13]=[CH:12][N:11]=2)[CH:5]=[CH:6][C:7]=1[F:8].C(O)C.O. Product: [NH2:20][C:17]1[CH:18]=[C:19]2[C:14](=[CH:15][C:16]=1[O:23][C@@H:24]1[CH2:28][CH2:27][O:26][CH2:25]1)[N:13]=[CH:12][N:11]=[C:10]2[NH:9][C:4]1[CH:5]=[CH:6][C:7]([F:8])=[C:2]([Cl:1])[CH:3]=1. The catalyst class is: 770.